This data is from Forward reaction prediction with 1.9M reactions from USPTO patents (1976-2016). The task is: Predict the product of the given reaction. (1) Given the reactants FC1C=CC(NC(=O)NC2C=CC(C3C=C4C(CN([C@@H](C(C)C)C(O)=O)C4=O)=CC=3)=CC=2)=CC=1.[CH3:35][CH:36]([CH3:69])[C@H:37]([N:42]1[CH2:50][C:49]2[C:44](=[CH:45][C:46]([C:51]3[CH:56]=[CH:55][C:54]([NH:57][C:58]([NH:60][C:61]4[CH:62]=[C:63]([CH3:67])[CH:64]=[CH:65][CH:66]=4)=[O:59])=[CH:53][CH:52]=3)=[CH:47][CH:48]=2)[C:43]1=[O:68])[C:38]([O:40]C)=[O:39], predict the reaction product. The product is: [CH3:35][CH:36]([CH3:69])[C@H:37]([N:42]1[CH2:50][C:49]2[C:44](=[CH:45][C:46]([C:51]3[CH:52]=[CH:53][C:54]([NH:57][C:58]([NH:60][C:61]4[CH:62]=[C:63]([CH3:67])[CH:64]=[CH:65][CH:66]=4)=[O:59])=[CH:55][CH:56]=3)=[CH:47][CH:48]=2)[C:43]1=[O:68])[C:38]([OH:40])=[O:39]. (2) Given the reactants Cl.Cl.[C:3]([C:7]1[O:11][N:10]=[C:9]([NH:12][C:13]([NH:15][C:16]2[CH:21]=[CH:20][CH:19]=[C:18]([O:22][C:23]3[C:32]4[C:27](=[CH:28][C:29]([O:35][C@@H:36]5[CH2:40][CH2:39][NH:38][CH2:37]5)=[C:30]([O:33][CH3:34])[CH:31]=4)[N:26]=[CH:25][N:24]=3)[CH:17]=2)=[O:14])[CH:8]=1)([CH3:6])([CH3:5])[CH3:4].C=O.Cl[CH2:44]CCl.[C:47]([O:50][BH-]([O:50][C:47](=[O:49])[CH3:48])[O:50][C:47](=[O:49])[CH3:48])(=[O:49])[CH3:48].[Na+], predict the reaction product. The product is: [C:47]([OH:50])(=[O:49])[CH3:48].[C:3]([C:7]1[O:11][N:10]=[C:9]([NH:12][C:13]([NH:15][C:16]2[CH:21]=[CH:20][CH:19]=[C:18]([O:22][C:23]3[C:32]4[C:27](=[CH:28][C:29]([O:35][C@@H:36]5[CH2:40][CH2:39][N:38]([CH3:44])[CH2:37]5)=[C:30]([O:33][CH3:34])[CH:31]=4)[N:26]=[CH:25][N:24]=3)[CH:17]=2)=[O:14])[CH:8]=1)([CH3:6])([CH3:4])[CH3:5]. (3) Given the reactants [NH2:1][C:2]1[CH:3]=[CH:4][C:5]([CH3:24])=[C:6]([CH:23]=1)[O:7][C:8]1[CH:9]=[CH:10][C:11]2[N:12]([CH:14]=[C:15]([NH:17][C:18]([CH:20]3[CH2:22][CH2:21]3)=[O:19])[N:16]=2)[N:13]=1.[F:25][C:26]([F:37])([F:36])[C:27]1[CH:28]=[C:29]([CH:33]=[CH:34][CH:35]=1)[C:30](O)=[O:31].Cl.CN(C)CCCN=C=NCC.ON1C2C=CC=CC=2N=N1, predict the reaction product. The product is: [CH:20]1([C:18]([NH:17][C:15]2[N:16]=[C:11]3[CH:10]=[CH:9][C:8]([O:7][C:6]4[CH:23]=[C:2]([NH:1][C:30](=[O:31])[C:29]5[CH:33]=[CH:34][CH:35]=[C:27]([C:26]([F:25])([F:36])[F:37])[CH:28]=5)[CH:3]=[CH:4][C:5]=4[CH3:24])=[N:13][N:12]3[CH:14]=2)=[O:19])[CH2:22][CH2:21]1. (4) Given the reactants [C:1]1([C:7]2[CH:12]=[CH:11][N+:10]([O-])=[CH:9][CH:8]=2)[CH:6]=[CH:5][CH:4]=[CH:3][CH:2]=1.C[Si]([C:18]#[N:19])(C)C.C(Cl)(=O)C.C([O-])([O-])=O.[Na+].[Na+], predict the reaction product. The product is: [C:1]1([C:7]2[CH:12]=[CH:11][N:10]=[C:9]([C:18]#[N:19])[CH:8]=2)[CH:6]=[CH:5][CH:4]=[CH:3][CH:2]=1. (5) Given the reactants [CH:1](Br)([CH3:3])[CH3:2].[N-:5]=[N+:6]=[N-:7].[Na+].[Br:9][C:10]1[CH:11]=[C:12]([C:17]#[CH:18])[C:13]([NH2:16])=[N:14][CH:15]=1, predict the reaction product. The product is: [Br:9][C:10]1[CH:11]=[C:12]([C:17]2[N:5]=[N:6][N:7]([CH:1]([CH3:3])[CH3:2])[CH:18]=2)[C:13]([NH2:16])=[N:14][CH:15]=1. (6) The product is: [C:46]([NH:45][C:42]1[CH:43]=[CH:44][C:39]([O:38][CH2:37][CH:36]([OH:49])[CH2:35][NH:34][C:16]([C@@H:9]2[CH2:10][C:11](=[N:13][O:14][CH3:15])[CH2:12][N:8]2[C:6]([C:31]2[CH:30]=[CH:29][C:28]([C:19]3[CH:20]=[CH:21][CH:22]=[CH:23][CH:24]=3)=[CH:33][CH:32]=2)=[O:7])=[O:18])=[CH:40][CH:41]=1)(=[O:48])[CH3:47]. Given the reactants C(O[C:6]([N:8]1[CH2:12][C:11](=[N:13][O:14][CH3:15])[CH2:10][C@H:9]1[C:16]([OH:18])=O)=[O:7])(C)(C)C.[C:19]1([C:28]2[CH:33]=[CH:32][CH:31]=[CH:30][CH:29]=2)[CH:24]=[CH:23][C:22](C(Cl)=O)=[CH:21][CH:20]=1.[NH2:34][CH2:35][CH:36]([OH:49])[CH2:37][O:38][C:39]1[CH:44]=[CH:43][C:42]([NH:45][C:46](=[O:48])[CH3:47])=[CH:41][CH:40]=1, predict the reaction product. (7) Given the reactants [OH:1][C:2]1[C:11]2[C:6](=[CH:7][CH:8]=[CH:9][CH:10]=2)[O:5][C:4](=[O:12])[C:3]=1[CH:13]([C:17]1[CH:22]=[CH:21][CH:20]=[CH:19][CH:18]=1)[C:14]([OH:16])=[O:15].S(=O)(=O)(O)O.[CH3:28][CH2:29]O, predict the reaction product. The product is: [CH2:28]([O:15][C:14](=[O:16])[CH:13]([C:3]1[C:4](=[O:12])[O:5][C:6]2[C:11]([C:2]=1[OH:1])=[CH:10][CH:9]=[CH:8][CH:7]=2)[C:17]1[CH:22]=[CH:21][CH:20]=[CH:19][CH:18]=1)[CH3:29]. (8) Given the reactants [C:1]([O:5][C:6](=[O:36])[NH:7][C:8]1([C:12]2[CH:17]=[CH:16][C:15]([C:18]3[C:27]([C:28]4[CH:33]=[CH:32][CH:31]=[CH:30][CH:29]=4)=[CH:26][C:25]4[C:20](=[CH:21][CH:22]=[N:23][C:24]=4[NH:34][NH2:35])[N:19]=3)=[CH:14][CH:13]=2)[CH2:11][CH2:10][CH2:9]1)([CH3:4])([CH3:3])[CH3:2].C(Cl)CCl.C1C=CC2N(O)N=NC=2C=1.[N:51]1[CH:56]=[CH:55][CH:54]=[N:53][C:52]=1[C:57](O)=O.CCN(C(C)C)C(C)C.C(O)(=O)C, predict the reaction product. The product is: [C:1]([O:5][C:6](=[O:36])[NH:7][C:8]1([C:12]2[CH:13]=[CH:14][C:15]([C:18]3[C:27]([C:28]4[CH:29]=[CH:30][CH:31]=[CH:32][CH:33]=4)=[CH:26][C:25]4[C:24]5=[N:34][N:35]=[C:57]([C:52]6[N:53]=[CH:54][CH:55]=[CH:56][N:51]=6)[N:23]5[CH:22]=[CH:21][C:20]=4[N:19]=3)=[CH:16][CH:17]=2)[CH2:11][CH2:10][CH2:9]1)([CH3:4])([CH3:2])[CH3:3].